This data is from Full USPTO retrosynthesis dataset with 1.9M reactions from patents (1976-2016). The task is: Predict the reactants needed to synthesize the given product. (1) Given the product [NH:26]1[C:25]2[C:20](=[N:21][CH:22]=[CH:23][CH:24]=2)[N:19]=[C:13]1[C:12]1[CH:11]=[C:10]([NH:9][S:6]([C:2]2[S:1][CH:5]=[CH:4][CH:3]=2)(=[O:8])=[O:7])[CH:18]=[CH:17][CH:16]=1, predict the reactants needed to synthesize it. The reactants are: [S:1]1[CH:5]=[CH:4][CH:3]=[C:2]1[S:6]([NH:9][C:10]1[CH:11]=[C:12]([CH:16]=[CH:17][CH:18]=1)[C:13](O)=O)(=[O:8])=[O:7].[NH2:19][C:20]1[C:25]([NH2:26])=[CH:24][CH:23]=[CH:22][N:21]=1.CN(C(ON1N=NC2C=CC=CC1=2)=[N+](C)C)C.F[P-](F)(F)(F)(F)F. (2) The reactants are: [CH:1]1([CH2:4][O:5]/[N:6]=[C:7](/[C:10]2[C:15]([Cl:16])=[CH:14][C:13]([C:17]([F:20])([F:19])[F:18])=[CH:12][N:11]=2)\[CH2:8][NH2:9])[CH2:3][CH2:2]1.C(N(CC)CC)C.[F:28][C:29]([F:40])([F:39])[C:30]1[CH:38]=[CH:37][CH:36]=[CH:35][C:31]=1[C:32](Cl)=[O:33].O. Given the product [Cl:16][C:15]1[C:10](/[C:7](=[N:6]/[O:5][CH2:4][CH:1]2[CH2:2][CH2:3]2)/[CH2:8][NH:9][C:32](=[O:33])[C:31]2[CH:35]=[CH:36][CH:37]=[CH:38][C:30]=2[C:29]([F:28])([F:39])[F:40])=[N:11][CH:12]=[C:13]([C:17]([F:20])([F:19])[F:18])[CH:14]=1, predict the reactants needed to synthesize it.